This data is from Full USPTO retrosynthesis dataset with 1.9M reactions from patents (1976-2016). The task is: Predict the reactants needed to synthesize the given product. (1) Given the product [Br:10][C:8]1[CH:9]=[C:2]2[C:3]([C:4](=[O:16])[NH:5][CH:11]=[N:1]2)=[CH:6][CH:7]=1, predict the reactants needed to synthesize it. The reactants are: [NH2:1][C:2]1[CH:9]=[C:8]([Br:10])[CH:7]=[CH:6][C:3]=1[C:4]#[N:5].[C:11]([O-])(=O)C.[Na+].[OH-:16].[Na+]. (2) Given the product [O-:19][N+:10]1[C:11]2[CH:18]=[CH:17][CH:16]=[CH:15][C:12]=2[N+:13]([O-:14])=[C:8]([NH:7][CH2:6][CH2:5][O:4][CH2:3][CH2:2][NH:1][C:25]([C:27]2[C:40]3[C:31](=[CH:32][C:33]4[C:38]([N:39]=3)=[CH:37][CH:36]=[CH:35][CH:34]=4)[CH:30]=[CH:29][CH:28]=2)=[O:26])[N:9]=1, predict the reactants needed to synthesize it. The reactants are: [NH2:1][CH2:2][CH2:3][O:4][CH2:5][CH2:6][NH:7][C:8]1[N:9]=[N+:10]([O-:19])[C:11]2[CH:18]=[CH:17][CH:16]=[CH:15][C:12]=2[N+:13]=1[O-:14].N1([C:25]([C:27]2[C:40]3[C:31](=[CH:32][C:33]4[C:38]([N:39]=3)=[CH:37][CH:36]=[CH:35][CH:34]=4)[CH:30]=[CH:29][CH:28]=2)=[O:26])C=CN=C1. (3) The reactants are: C([O:5][C:6](=[O:38])[C:7]1[CH:12]=[CH:11][CH:10]=[C:9]([NH:13][C:14]2[N:19]=[C:18]([O:20][C:21]3[CH:26]=CC(C=O)=[CH:23][C:22]=3OC)[N:17]=[C:16]([O:31][C:32]3[CH:37]=[CH:36][CH:35]=[CH:34][CH:33]=3)[N:15]=2)[CH:8]=1)(C)(C)C.C[CH2:40][O:41][CH2:42][CH3:43].CCCCCC. Given the product [CH3:40][O:41][C:42]1[CH:43]=[CH:26][C:21]([O:20][C:18]2[N:17]=[C:16]([O:31][C:32]3[CH:33]=[CH:34][CH:35]=[CH:36][CH:37]=3)[N:15]=[C:14]([NH:13][C:9]3[CH:8]=[C:7]([CH:12]=[CH:11][CH:10]=3)[C:6]([OH:38])=[O:5])[N:19]=2)=[CH:22][CH:23]=1, predict the reactants needed to synthesize it. (4) Given the product [CH2:1]([O:4][C:5]1[CH:13]=[CH:12][CH:11]=[C:10]2[C:6]=1[CH2:7][CH2:8][CH2:9]2)[CH2:2][CH3:3], predict the reactants needed to synthesize it. The reactants are: [CH2:1]([O:4][C:5]1[CH:13]=[CH:12][CH:11]=[C:10]2[C:6]=1[CH2:7][CH2:8][CH:9]2O)[CH2:2][CH3:3]. (5) Given the product [Br:1][C:2]1[CH:7]=[CH:6][C:5]([O:28][CH:23]2[CH2:27][CH2:26][CH2:25][CH2:24]2)=[CH:4][CH:3]=1, predict the reactants needed to synthesize it. The reactants are: [Br:1][C:2]1[CH:7]=[CH:6][C:5](I)=[CH:4][CH:3]=1.C1C=NC2C3N=CC=CC=3C=CC=2C=1.[CH:23]1([OH:28])[CH2:27][CH2:26][CH2:25][CH2:24]1.C([O-])([O-])=O.[Cs+].[Cs+]. (6) Given the product [Br:26][C:5]1[N:1]=[C:2]([CH:6]2[CH2:7][CH2:8][N:9]([C:12]([O:14][C:15]([CH3:18])([CH3:17])[CH3:16])=[O:13])[CH2:10][CH2:11]2)[NH:3][CH:4]=1, predict the reactants needed to synthesize it. The reactants are: [NH:1]1[CH:5]=[CH:4][N:3]=[C:2]1[CH:6]1[CH2:11][CH2:10][N:9]([C:12]([O:14][C:15]([CH3:18])([CH3:17])[CH3:16])=[O:13])[CH2:8][CH2:7]1.C1C(=O)N([Br:26])C(=O)C1.